This data is from Experimentally validated miRNA-target interactions with 360,000+ pairs, plus equal number of negative samples. The task is: Binary Classification. Given a miRNA mature sequence and a target amino acid sequence, predict their likelihood of interaction. The miRNA is hsa-miR-502-5p with sequence AUCCUUGCUAUCUGGGUGCUA. The protein sequence of the target gene is MAVDITLLFRASVKTVKTRNKALGVAVGGGVDGSRDELFRRSPRPKGDFSSRAREVISHIGKLRDFLLEHRKDYINAYSHTMSEYGRMTDTERDQIDQDAQIFMRTCSEAIQQLRTEAHKEIHSQQVKEHRTAVLDFIEDYLKRVCKLYSEQRAIRVKRVVDKKRLSKLEPEPNTKTRESTSSEKVSQSPSKDSEENPATEERPEKILAETQPELGTWGDGKGEDELSPEEIQMFEQENQRLIGEMNSLFDEVRQIEGRVVEISRLQEIFTEKVLQQEAEIDSIHQLVVGATENIKEGNE.... Result: 0 (no interaction).